This data is from NCI-60 drug combinations with 297,098 pairs across 59 cell lines. The task is: Regression. Given two drug SMILES strings and cell line genomic features, predict the synergy score measuring deviation from expected non-interaction effect. (1) Drug 1: C1=C(C(=O)NC(=O)N1)N(CCCl)CCCl. Drug 2: CC1C(C(=O)NC(C(=O)N2CCCC2C(=O)N(CC(=O)N(C(C(=O)O1)C(C)C)C)C)C(C)C)NC(=O)C3=C4C(=C(C=C3)C)OC5=C(C(=O)C(=C(C5=N4)C(=O)NC6C(OC(=O)C(N(C(=O)CN(C(=O)C7CCCN7C(=O)C(NC6=O)C(C)C)C)C)C(C)C)C)N)C. Cell line: PC-3. Synergy scores: CSS=16.3, Synergy_ZIP=4.22, Synergy_Bliss=3.18, Synergy_Loewe=3.40, Synergy_HSA=3.01. (2) Drug 1: C1=NC(=NC(=O)N1C2C(C(C(O2)CO)O)O)N. Drug 2: C1C(C(OC1N2C=NC3=C2NC=NCC3O)CO)O. Cell line: CAKI-1. Synergy scores: CSS=48.9, Synergy_ZIP=1.10, Synergy_Bliss=-0.396, Synergy_Loewe=-10.4, Synergy_HSA=-1.21. (3) Drug 1: CNC(=O)C1=CC=CC=C1SC2=CC3=C(C=C2)C(=NN3)C=CC4=CC=CC=N4. Drug 2: CC1C(C(CC(O1)OC2CC(CC3=C2C(=C4C(=C3O)C(=O)C5=C(C4=O)C(=CC=C5)OC)O)(C(=O)CO)O)N)O.Cl. Cell line: PC-3. Synergy scores: CSS=39.1, Synergy_ZIP=0.213, Synergy_Bliss=0.513, Synergy_Loewe=-15.3, Synergy_HSA=-1.03. (4) Drug 1: CC1C(C(CC(O1)OC2CC(OC(C2O)C)OC3=CC4=CC5=C(C(=O)C(C(C5)C(C(=O)C(C(C)O)O)OC)OC6CC(C(C(O6)C)O)OC7CC(C(C(O7)C)O)OC8CC(C(C(O8)C)O)(C)O)C(=C4C(=C3C)O)O)O)O. Drug 2: CC1CCCC2(C(O2)CC(NC(=O)CC(C(C(=O)C(C1O)C)(C)C)O)C(=CC3=CSC(=N3)C)C)C. Cell line: HCC-2998. Synergy scores: CSS=61.8, Synergy_ZIP=1.59, Synergy_Bliss=1.32, Synergy_Loewe=-1.17, Synergy_HSA=0.668. (5) Drug 1: C1=C(C(=O)NC(=O)N1)F. Drug 2: CC1=C(C=C(C=C1)NC(=O)C2=CC=C(C=C2)CN3CCN(CC3)C)NC4=NC=CC(=N4)C5=CN=CC=C5. Cell line: SK-MEL-5. Synergy scores: CSS=28.3, Synergy_ZIP=-11.2, Synergy_Bliss=-23.6, Synergy_Loewe=-20.9, Synergy_HSA=-20.8.